From a dataset of Catalyst prediction with 721,799 reactions and 888 catalyst types from USPTO. Predict which catalyst facilitates the given reaction. Reactant: [C:1]1(=O)[CH2:5][CH2:4][CH2:3][CH2:2]1.[OH:7][C:8]1[CH:9]=[C:10]2[C:15](=[CH:16][CH:17]=1)[C:14](=[O:18])[N:13]([C@@H:19]1[CH2:23][CH2:22][NH:21][CH2:20]1)[CH2:12][CH2:11]2. Product: [CH:1]1([N:21]2[CH2:22][CH2:23][C@@H:19]([N:13]3[CH2:12][CH2:11][C:10]4[C:15](=[CH:16][CH:17]=[C:8]([OH:7])[CH:9]=4)[C:14]3=[O:18])[CH2:20]2)[CH2:5][CH2:4][CH2:3][CH2:2]1. The catalyst class is: 5.